This data is from Full USPTO retrosynthesis dataset with 1.9M reactions from patents (1976-2016). The task is: Predict the reactants needed to synthesize the given product. (1) Given the product [CH:1]1([CH2:4][O:5][C:6]2[CH:11]=[C:10]([F:12])[C:9]([CH3:13])=[CH:8][C:7]=2[C:14]2[C:15]3[N:22]([CH2:23][O:24][CH2:25][CH2:26][Si:27]([CH3:28])([CH3:30])[CH3:29])[C:21]([CH3:31])=[C:20]([C:32]([NH:35][C@@H:36]4[CH2:41][CH2:40][C@H:39]([NH:42][C:43](=[O:49])[O:44][C:45]([CH3:47])([CH3:46])[CH3:48])[CH2:38][CH2:37]4)=[O:34])[C:16]=3[N:17]=[CH:18][N:19]=2)[CH2:3][CH2:2]1, predict the reactants needed to synthesize it. The reactants are: [CH:1]1([CH2:4][O:5][C:6]2[CH:11]=[C:10]([F:12])[C:9]([CH3:13])=[CH:8][C:7]=2[C:14]2[C:15]3[N:22]([CH2:23][O:24][CH2:25][CH2:26][Si:27]([CH3:30])([CH3:29])[CH3:28])[C:21]([CH3:31])=[C:20]([C:32]([OH:34])=O)[C:16]=3[N:17]=[CH:18][N:19]=2)[CH2:3][CH2:2]1.[NH2:35][C@@H:36]1[CH2:41][CH2:40][C@H:39]([NH:42][C:43](=[O:49])[O:44][C:45]([CH3:48])([CH3:47])[CH3:46])[CH2:38][CH2:37]1. (2) Given the product [CH2:8]([NH:15][CH2:3][CH2:2][C:1]([O:5][CH2:6][CH3:7])=[O:4])[C:9]1[CH:14]=[CH:13][CH:12]=[CH:11][CH:10]=1, predict the reactants needed to synthesize it. The reactants are: [C:1]([O:5][CH2:6][CH3:7])(=[O:4])[CH:2]=[CH2:3].[CH2:8]([NH2:15])[C:9]1[CH:14]=[CH:13][CH:12]=[CH:11][CH:10]=1. (3) Given the product [CH2:1]([N:8]1[CH2:12][CH2:11][CH:10]([NH:26][C:23]2[CH:24]=[C:25]3[C:20]([CH2:19][CH2:18][N:17]3[C:14](=[O:16])[CH3:15])=[CH:21][CH:22]=2)[CH2:9]1)[C:2]1[CH:7]=[CH:6][CH:5]=[CH:4][CH:3]=1, predict the reactants needed to synthesize it. The reactants are: [CH2:1]([N:8]1[CH2:12][CH2:11][C:10](=O)[CH2:9]1)[C:2]1[CH:7]=[CH:6][CH:5]=[CH:4][CH:3]=1.[C:14]([N:17]1[C:25]2[C:20](=[CH:21][CH:22]=[C:23]([NH2:26])[CH:24]=2)[CH2:19][CH2:18]1)(=[O:16])[CH3:15].[BH-](OC(C)=O)(OC(C)=O)OC(C)=O.[Na+].CC(O)=O. (4) Given the product [F:30][C:10]1[C:11]([C:16]2[C:23]([C:24]3[CH:29]=[CH:28][N:27]=[CH:26][CH:25]=3)=[C:19]3[S:20][CH2:21][CH2:22][N:18]3[N:17]=2)=[C:12]([F:15])[CH:13]=[CH:14][C:9]=1[NH2:8], predict the reactants needed to synthesize it. The reactants are: C([N:8](CC1C=CC=CC=1)[C:9]1[CH:14]=[CH:13][C:12]([F:15])=[C:11]([C:16]2[C:23]([C:24]3[CH:29]=[CH:28][N:27]=[CH:26][CH:25]=3)=[C:19]3[S:20][CH2:21][CH2:22][N:18]3[N:17]=2)[C:10]=1[F:30])C1C=CC=CC=1.FC(F)(F)S(O)(=O)=O. (5) Given the product [Cl:1][C:2]1[N:7]=[C:6]([NH:10][C:11]2[CH:12]=[CH:13][C:14]([C@H:22]3[CH2:27][CH2:26][C@H:25]([OH:28])[CH2:24][CH2:23]3)=[C:15]3[C:19]=2[C:18](=[O:20])[N:17]([CH3:21])[CH2:16]3)[C:5]([Cl:9])=[CH:4][N:3]=1, predict the reactants needed to synthesize it. The reactants are: [Cl:1][C:2]1[N:7]=[C:6](Cl)[C:5]([Cl:9])=[CH:4][N:3]=1.[NH2:10][C:11]1[CH:12]=[CH:13][C:14]([C@H:22]2[CH2:27][CH2:26][C@H:25]([OH:28])[CH2:24][CH2:23]2)=[C:15]2[C:19]=1[C:18](=[O:20])[N:17]([CH3:21])[CH2:16]2.CCN(C(C)C)C(C)C.O. (6) Given the product [Cl:1][C:2]1[S:30][C:5]2[O:6][C:7]3[CH:28]=[C:27]([CH3:29])[CH:26]=[CH:25][C:8]=3[N:9]=[C:10]([N:11]3[CH2:12][CH2:13][N:14]([CH2:17][C:18]([CH3:24])([CH3:23])[C:19]([OH:21])=[O:20])[CH2:15][CH2:16]3)[C:4]=2[CH:3]=1, predict the reactants needed to synthesize it. The reactants are: [Cl:1][C:2]1[S:30][C:5]2[O:6][C:7]3[CH:28]=[C:27]([CH3:29])[CH:26]=[CH:25][C:8]=3[N:9]=[C:10]([N:11]3[CH2:16][CH2:15][N:14]([CH2:17][C:18]([CH3:24])([CH3:23])[C:19]([O:21]C)=[O:20])[CH2:13][CH2:12]3)[C:4]=2[CH:3]=1.C(O)(C)C.[OH-].[Na+].Cl. (7) The reactants are: Cl[C:2]1[CH:11]=[CH:10][N:9]=[C:8]2[C:3]=1[CH:4]=[CH:5][C:6]([C:12]([F:15])([F:14])[F:13])=[N:7]2.CC1(C)COB([C:23]2[CH:24]=[C:25]([CH:34]=[CH:35][CH:36]=2)[O:26][CH2:27][C:28]2[CH:33]=[CH:32][CH:31]=[CH:30][N:29]=2)OC1. Given the product [N:29]1[CH:30]=[CH:31][CH:32]=[CH:33][C:28]=1[CH2:27][O:26][C:25]1[CH:34]=[C:35]([C:2]2[CH:11]=[CH:10][N:9]=[C:8]3[C:3]=2[CH:4]=[CH:5][C:6]([C:12]([F:15])([F:14])[F:13])=[N:7]3)[CH:36]=[CH:23][CH:24]=1, predict the reactants needed to synthesize it.